From a dataset of NCI-60 drug combinations with 297,098 pairs across 59 cell lines. Regression. Given two drug SMILES strings and cell line genomic features, predict the synergy score measuring deviation from expected non-interaction effect. (1) Cell line: HOP-92. Synergy scores: CSS=17.6, Synergy_ZIP=-1.82, Synergy_Bliss=1.66, Synergy_Loewe=-30.9, Synergy_HSA=-5.45. Drug 2: CC1=C2C(C(=O)C3(C(CC4C(C3C(C(C2(C)C)(CC1OC(=O)C(C(C5=CC=CC=C5)NC(=O)C6=CC=CC=C6)O)O)OC(=O)C7=CC=CC=C7)(CO4)OC(=O)C)O)C)OC(=O)C. Drug 1: CC1=CC2C(CCC3(C2CCC3(C(=O)C)OC(=O)C)C)C4(C1=CC(=O)CC4)C. (2) Drug 1: CN(C)N=NC1=C(NC=N1)C(=O)N. Drug 2: CC1=C(C=C(C=C1)NC(=O)C2=CC=C(C=C2)CN3CCN(CC3)C)NC4=NC=CC(=N4)C5=CN=CC=C5. Cell line: DU-145. Synergy scores: CSS=0.527, Synergy_ZIP=3.07, Synergy_Bliss=4.87, Synergy_Loewe=-1.15, Synergy_HSA=-0.651. (3) Drug 1: CC1C(C(=O)NC(C(=O)N2CCCC2C(=O)N(CC(=O)N(C(C(=O)O1)C(C)C)C)C)C(C)C)NC(=O)C3=C4C(=C(C=C3)C)OC5=C(C(=O)C(=C(C5=N4)C(=O)NC6C(OC(=O)C(N(C(=O)CN(C(=O)C7CCCN7C(=O)C(NC6=O)C(C)C)C)C)C(C)C)C)N)C. Drug 2: CC1=C(N=C(N=C1N)C(CC(=O)N)NCC(C(=O)N)N)C(=O)NC(C(C2=CN=CN2)OC3C(C(C(C(O3)CO)O)O)OC4C(C(C(C(O4)CO)O)OC(=O)N)O)C(=O)NC(C)C(C(C)C(=O)NC(C(C)O)C(=O)NCCC5=NC(=CS5)C6=NC(=CS6)C(=O)NCCC[S+](C)C)O. Synergy scores: CSS=22.1, Synergy_ZIP=-0.0594, Synergy_Bliss=1.39, Synergy_Loewe=4.80, Synergy_HSA=4.85. Cell line: SW-620. (4) Drug 1: CCC1=CC2CC(C3=C(CN(C2)C1)C4=CC=CC=C4N3)(C5=C(C=C6C(=C5)C78CCN9C7C(C=CC9)(C(C(C8N6C)(C(=O)OC)O)OC(=O)C)CC)OC)C(=O)OC.C(C(C(=O)O)O)(C(=O)O)O. Drug 2: C1=CC(=C2C(=C1NCCNCCO)C(=O)C3=C(C=CC(=C3C2=O)O)O)NCCNCCO. Cell line: IGROV1. Synergy scores: CSS=60.9, Synergy_ZIP=4.68, Synergy_Bliss=4.02, Synergy_Loewe=7.10, Synergy_HSA=10.4. (5) Drug 1: CC1C(C(CC(O1)OC2CC(CC3=C2C(=C4C(=C3O)C(=O)C5=C(C4=O)C(=CC=C5)OC)O)(C(=O)C)O)N)O.Cl. Drug 2: CC1C(C(=O)NC(C(=O)N2CCCC2C(=O)N(CC(=O)N(C(C(=O)O1)C(C)C)C)C)C(C)C)NC(=O)C3=C4C(=C(C=C3)C)OC5=C(C(=O)C(=C(C5=N4)C(=O)NC6C(OC(=O)C(N(C(=O)CN(C(=O)C7CCCN7C(=O)C(NC6=O)C(C)C)C)C)C(C)C)C)N)C. Cell line: LOX IMVI. Synergy scores: CSS=43.5, Synergy_ZIP=32.7, Synergy_Bliss=28.3, Synergy_Loewe=28.5, Synergy_HSA=29.0. (6) Drug 1: CN(C)N=NC1=C(NC=N1)C(=O)N. Drug 2: C1=CC(=CC=C1C#N)C(C2=CC=C(C=C2)C#N)N3C=NC=N3. Cell line: HOP-62. Synergy scores: CSS=0.982, Synergy_ZIP=1.26, Synergy_Bliss=2.44, Synergy_Loewe=2.78, Synergy_HSA=-1.24.